This data is from Forward reaction prediction with 1.9M reactions from USPTO patents (1976-2016). The task is: Predict the product of the given reaction. The product is: [NH2:1][C:2]1[C:7]([CH2:8][NH2:9])=[C:6]([CH:12]2[CH2:17][CH2:16][CH2:15][N:14]([C:18]([O:20][C:21]([CH3:24])([CH3:23])[CH3:22])=[O:19])[CH2:13]2)[CH:5]=[C:4]([C:25]2[CH:30]=[CH:29][CH:28]=[CH:27][C:26]=2[OH:31])[N:3]=1. Given the reactants [NH2:1][C:2]1[C:7]([CH2:8][N:9]=[N+]=[N-])=[C:6]([CH:12]2[CH2:17][CH2:16][CH2:15][N:14]([C:18]([O:20][C:21]([CH3:24])([CH3:23])[CH3:22])=[O:19])[CH2:13]2)[CH:5]=[C:4]([C:25]2[CH:30]=[CH:29][CH:28]=[CH:27][C:26]=2[O:31]CC2C=CC=CC=2)[N:3]=1, predict the reaction product.